Dataset: Forward reaction prediction with 1.9M reactions from USPTO patents (1976-2016). Task: Predict the product of the given reaction. (1) The product is: [Cl:1][C:2]1[N:7]=[C:6]([C:8]([NH:52][OH:53])=[O:9])[CH:5]=[CH:4][C:3]=1[O:11][CH2:12][C:13]([N:15]1[CH2:20][CH2:19][C:18]2[N:21]=[C:22]3[S:26][C:25]([CH3:27])=[N:24][N:23]3[C:17]=2[CH:16]1[C:28]1[CH:33]=[CH:32][C:31]([Cl:34])=[CH:30][C:29]=1[F:35])=[O:14]. Given the reactants [Cl:1][C:2]1[N:7]=[C:6]([C:8](O)=[O:9])[CH:5]=[CH:4][C:3]=1[O:11][CH2:12][C:13]([N:15]1[CH2:20][CH2:19][C:18]2[N:21]=[C:22]3[S:26][C:25]([CH3:27])=[N:24][N:23]3[C:17]=2[CH:16]1[C:28]1[CH:33]=[CH:32][C:31]([Cl:34])=[CH:30][C:29]=1[F:35])=[O:14].C(Cl)(=O)C(Cl)=O.CCN(C(C)C)C(C)C.Cl.[NH2:52][OH:53], predict the reaction product. (2) Given the reactants [Cl-].[Al+3].[Cl-].[Cl-].[C:5](Cl)(=[O:9])[CH2:6][CH:7]=[CH2:8].[Br:11][C:12]1[C:13]([CH3:19])=[C:14]([OH:18])[CH:15]=[CH:16][CH:17]=1.O, predict the reaction product. The product is: [Br:11][C:12]1[CH:17]=[CH:16][C:15]([C:5](=[O:9])[CH2:6][CH:7]=[CH2:8])=[C:14]([OH:18])[C:13]=1[CH3:19].